Task: Predict the product of the given reaction.. Dataset: Forward reaction prediction with 1.9M reactions from USPTO patents (1976-2016) (1) Given the reactants FC(F)(F)S([O:6][CH2:7][C:8]([F:11])([F:10])[F:9])(=O)=O.[Cl:14][C:15]1[C:24]2[C:19](=[C:20]([CH3:42])[CH:21]=[C:22]([C:25]([C:35]3[N:39]([CH3:40])[C:38]([CH3:41])=[N:37][CH:36]=3)([OH:34])[C:26]3[C:27]([CH3:33])=[N:28][N:29]([CH3:32])[C:30]=3[CH3:31])[CH:23]=2)[N:18]=[C:17]([O:43][CH3:44])[C:16]=1O.C([O-])([O-])=O.[Cs+].[Cs+], predict the reaction product. The product is: [Cl:14][C:15]1[C:24]2[C:19](=[C:20]([CH3:42])[CH:21]=[C:22]([C:25]([C:35]3[N:39]([CH3:40])[C:38]([CH3:41])=[N:37][CH:36]=3)([C:26]3[C:27]([CH3:33])=[N:28][N:29]([CH3:32])[C:30]=3[CH3:31])[OH:34])[CH:23]=2)[N:18]=[C:17]([O:43][CH3:44])[C:16]=1[O:6][CH2:7][C:8]([F:11])([F:10])[F:9]. (2) The product is: [CH3:1][C:2]1([CH3:4])[O:19][CH:18]([CH:16]2[O:17][C:11](=[O:10])[C:12]([OH:13])=[C:14]2[OH:15])[CH2:20][O:3]1. Given the reactants [CH3:1][C:2]([CH3:4])=[O:3].S(=O)(=O)(O)O.[O:10]=[C:11]1[O:17][C@H:16]([C@H:18]([CH2:20]O)[OH:19])[C:14]([OH:15])=[C:12]1[OH:13], predict the reaction product. (3) Given the reactants [H-].[Na+].[CH3:3][C:4]1([CH3:18])[CH2:9][C:8](=[O:10])[CH2:7][C:6](=[O:11])[CH:5]1[C:12]1[CH:17]=[CH:16][CH:15]=[CH:14][CH:13]=1.[F:19][C:20]([F:31])([F:30])[C:21]1[CH:26]=[CH:25][CH:24]=[C:23]([N:27]=[C:28]=[O:29])[CH:22]=1, predict the reaction product. The product is: [F:19][C:20]([F:30])([F:31])[C:21]1[CH:22]=[C:23]([NH:27][C:28]([CH:7]2[C:8](=[O:10])[CH2:9][C:4]([CH3:18])([CH3:3])[CH:5]([C:12]3[CH:17]=[CH:16][CH:15]=[CH:14][CH:13]=3)[C:6]2=[O:11])=[O:29])[CH:24]=[CH:25][CH:26]=1. (4) Given the reactants [C:1]([CH2:3][CH2:4][C:5]1[N:10]=[C:9]([C:11]#[N:12])[CH:8]=[CH:7][CH:6]=1)#[N:2].[C:13](OC)(=[O:21])[C:14]1[C:15](=[CH:17][CH:18]=[CH:19][CH:20]=1)[SH:16].C(N(CC)CC)C, predict the reaction product. The product is: [O:21]=[C:13]1[C:14]2[CH:20]=[CH:19][CH:18]=[CH:17][C:15]=2[S:16][C:11]([C:9]2[N:10]=[C:5]([CH2:4][CH2:3][C:1]#[N:2])[CH:6]=[CH:7][CH:8]=2)=[N:12]1. (5) Given the reactants [H-].[Na+].[C:3]([C:5]1[C:10]([C:11]2[NH:15][CH:14]=[C:13]([CH2:16][N:17]([CH3:25])[C:18](=[O:24])[O:19][C:20]([CH3:23])([CH3:22])[CH3:21])[CH:12]=2)=[CH:9][CH:8]=[CH:7][N:6]=1)#[N:4].C1OCCOCCOCCOCCOC1.[O:41]1[CH:45]=[CH:44][C:43]([S:46](Cl)(=[O:48])=[O:47])=[CH:42]1.[Cl-].[NH4+], predict the reaction product. The product is: [C:3]([C:5]1[C:10]([C:11]2[N:15]([S:46]([C:43]3[CH:44]=[CH:45][O:41][CH:42]=3)(=[O:48])=[O:47])[CH:14]=[C:13]([CH2:16][N:17]([CH3:25])[C:18](=[O:24])[O:19][C:20]([CH3:21])([CH3:22])[CH3:23])[CH:12]=2)=[CH:9][CH:8]=[CH:7][N:6]=1)#[N:4].